Dataset: Reaction yield outcomes from USPTO patents with 853,638 reactions. Task: Predict the reaction yield, written as a fraction of the theoretical maximum amount of product (1.0 means a 100% yield; for example, 0.34 means a 34% yield). (1) The reactants are [OH-].[Na+].[NH2:3][CH2:4][CH:5]([C:7]1[CH:12]=[CH:11][CH:10]=[CH:9][CH:8]=1)[OH:6].I[C:14]1[CH:19]=[CH:18][CH:17]=[CH:16][C:15]=1[CH3:20].C(O)(C)C. The catalyst is [Cl-].[Na+].O.[Cu]I. The product is [C:7]1([CH:5]([OH:6])[CH2:4][NH:3][C:14]2[CH:19]=[CH:18][CH:17]=[CH:16][C:15]=2[CH3:20])[CH:12]=[CH:11][CH:10]=[CH:9][CH:8]=1. The yield is 0.920. (2) The product is [CH3:8][C:5]1[CH:6]=[CH:7][C:2]([NH:16][CH2:9][C:10]2[CH:15]=[CH:14][CH:13]=[CH:12][CH:11]=2)=[CH:3][CH:4]=1. The yield is 0.950. The catalyst is C1(C)C=CC=CC=1.CC([O-])=O.CC([O-])=O.[Pd+2]. The reactants are Cl[C:2]1[CH:7]=[CH:6][C:5]([CH3:8])=[CH:4][CH:3]=1.[CH2:9]([NH2:16])[C:10]1[CH:15]=[CH:14][CH:13]=[CH:12][CH:11]=1.CC(C)([O-])C.[Na+]. (3) The reactants are [CH:1]([C:3]1[CH:8]=[CH:7][C:6]([C:9]2[CH:14]=[CH:13][C:12]([CH:15]([CH3:24])[CH2:16][NH:17][S:18]([CH:21]([CH3:23])[CH3:22])(=[O:20])=[O:19])=[CH:11][CH:10]=2)=[CH:5][CH:4]=1)=[O:2].[CH3:25][Mg]Br. The catalyst is O1CCCC1.C(OCC)C.O. The product is [OH:2][CH:1]([C:3]1[CH:4]=[CH:5][C:6]([C:9]2[CH:14]=[CH:13][C:12]([CH:15]([CH3:24])[CH2:16][NH:17][S:18]([CH:21]([CH3:23])[CH3:22])(=[O:19])=[O:20])=[CH:11][CH:10]=2)=[CH:7][CH:8]=1)[CH3:25]. The yield is 0.740. (4) The reactants are [SH:1][C:2]1[NH:11][C:10](=[O:12])[C:9]2[C:4](=[CH:5][CH:6]=[CH:7][CH:8]=2)[N:3]=1.C(=O)([O-])[O-].[K+].[K+].Br[CH2:20][CH2:21][C:22]([O:24][C:25]([CH3:28])([CH3:27])[CH3:26])=[O:23]. The catalyst is CC(C)=O. The product is [O:12]=[C:10]1[C:9]2[C:4](=[CH:5][CH:6]=[CH:7][CH:8]=2)[N:3]=[C:2]([S:1][CH2:20][CH2:21][C:22]([O:24][C:25]([CH3:28])([CH3:27])[CH3:26])=[O:23])[NH:11]1. The yield is 0.275. (5) The reactants are [O:1]=[C:2]1[C:7]([CH2:8][C:9]2[CH:14]=[CH:13][C:12]([C:15]3[C:16]([C:21]#[N:22])=[CH:17][CH:18]=[CH:19][CH:20]=3)=[CH:11][CH:10]=2)=[C:6]([CH2:23][CH2:24][CH3:25])[N:5]2[N:26]=[CH:27][N:28]=[C:4]2[NH:3]1.Br[CH2:30][C:31](=[O:36])[C:32]([CH3:35])([CH3:34])[CH3:33].C(=O)([O-])[O-].[K+].[K+].CN(C)C=O. The catalyst is C(OCC)(=O)C. The product is [CH3:33][C:32]([CH3:35])([CH3:34])[C:31](=[O:36])[CH2:30][N:3]1[C:2](=[O:1])[C:7]([CH2:8][C:9]2[CH:10]=[CH:11][C:12]([C:15]3[C:16]([C:21]#[N:22])=[CH:17][CH:18]=[CH:19][CH:20]=3)=[CH:13][CH:14]=2)=[C:6]([CH2:23][CH2:24][CH3:25])[N:5]2[N:26]=[CH:27][N:28]=[C:4]12. The yield is 0.320. (6) The reactants are [O:1]([C:8]1[CH:9]=[C:10]2[C:15](=[CH:16][CH:17]=1)[CH2:14][CH:13]([CH:18]=[O:19])[CH2:12][CH2:11]2)[C:2]1[CH:7]=[CH:6][CH:5]=[CH:4][CH:3]=1.[C-:20]#[N:21].[K+]. The catalyst is C1COCC1.O.CCOC(C)=O. The product is [OH:19][CH:18]([CH:13]1[CH2:12][CH2:11][C:10]2[C:15](=[CH:16][CH:17]=[C:8]([O:1][C:2]3[CH:3]=[CH:4][CH:5]=[CH:6][CH:7]=3)[CH:9]=2)[CH2:14]1)[C:20]#[N:21]. The yield is 0.790. (7) The reactants are P(Br)(Br)([Br:3])=O.O[C:7]1[C:12]([N+:13]([O-:15])=[O:14])=[CH:11][C:10]([CH3:16])=[CH:9][N:8]=1. The catalyst is CN(C=O)C. The product is [Br:3][C:7]1[C:12]([N+:13]([O-:15])=[O:14])=[CH:11][C:10]([CH3:16])=[CH:9][N:8]=1. The yield is 0.860.